Task: Predict which catalyst facilitates the given reaction.. Dataset: Catalyst prediction with 721,799 reactions and 888 catalyst types from USPTO (1) Reactant: [NH2:1][C:2]1[CH:7]=[CH:6][CH:5]=[CH:4][N:3]=1.C(N(CC)CC)C.[Br:15][CH2:16][C:17](Br)=[O:18]. Product: [N:3]1[CH:4]=[CH:5][CH:6]=[CH:7][C:2]=1[NH:1][C:17](=[O:18])[CH2:16][Br:15]. The catalyst class is: 7. (2) The catalyst class is: 148. Product: [CH2:1]([O:3][C:4](=[O:12])[C:5]1[CH:10]=[CH:9][CH:8]=[N:7][C:6]=1[NH:26][CH2:25][C:24]1[CH:27]=[CH:28][C:21]([F:20])=[CH:22][CH:23]=1)[CH3:2]. Reactant: [CH2:1]([O:3][C:4](=[O:12])[C:5]1[CH:10]=[CH:9][CH:8]=[N:7][C:6]=1Cl)[CH3:2].C(N(CC)CC)C.[F:20][C:21]1[CH:28]=[CH:27][C:24]([CH2:25][NH2:26])=[CH:23][CH:22]=1. (3) Reactant: CCN(C(C)C)C(C)C.C1C=CC2N(O)N=NC=2C=1.CCN=C=NCCCN(C)C.[F:31][C:32]1[CH:37]=[CH:36][C:35]([C:38]2[O:42][N:41]=[C:40]([C:43]([OH:45])=O)[CH:39]=2)=[CH:34][CH:33]=1.FC1C=CC(C(=O)C)=CC=1.Cl.[NH2:57][CH2:58][C:59]([N:61]1[CH2:66][CH2:65][N:64]([C:67](=[O:79])[C:68]2[CH:73]=[C:72]([F:74])[CH:71]=[CH:70][C:69]=2[C:75]([F:78])([F:77])[F:76])[CH2:63][CH2:62]1)=[O:60].FC1C=CC(C(F)(F)F)=C(C=1)C(O)=O. Product: [F:74][C:72]1[CH:71]=[CH:70][C:69]([C:75]([F:77])([F:76])[F:78])=[C:68]([CH:73]=1)[C:67]([N:64]1[CH2:65][CH2:66][N:61]([C:59](=[O:60])[CH2:58][NH:57][C:43]([C:40]2[CH:39]=[C:38]([C:35]3[CH:34]=[CH:33][C:32]([F:31])=[CH:37][CH:36]=3)[O:42][N:41]=2)=[O:45])[CH2:62][CH2:63]1)=[O:79]. The catalyst class is: 18. (4) Reactant: [Cl:1][C:2]1[CH:3]=[C:4]([N:8]2[N:12]=[N:11][C:10]([CH:13]([OH:22])C(C3C=CC=CC=3)O)=[N:9]2)[CH:5]=[CH:6][CH:7]=1.C(=O)([O-])[O-].[K+].[K+].C([O-])(=O)C.[Pb+4].C([O-])(=O)C.C([O-])(=O)C.C([O-])(=O)C. Product: [Cl:1][C:2]1[CH:3]=[C:4]([N:8]2[N:12]=[N:11][C:10]([CH:13]=[O:22])=[N:9]2)[CH:5]=[CH:6][CH:7]=1. The catalyst class is: 11. (5) Reactant: Cl[CH2:2][CH:3]=O.[CH3:5][O:6][C:7]1[C:12]([CH3:13])=[CH:11][C:10]([C:14]2[N:19]=[C:18]([NH2:20])[CH:17]=[N:16][C:15]=2[CH3:21])=[C:9]([CH3:22])[CH:8]=1. Product: [CH3:5][O:6][C:7]1[C:12]([CH3:13])=[CH:11][C:10]([C:14]2[N:19]3[CH:2]=[CH:3][N:20]=[C:18]3[CH:17]=[N:16][C:15]=2[CH3:21])=[C:9]([CH3:22])[CH:8]=1. The catalyst class is: 6. (6) Reactant: [CH3:1][O:2][C:3]1[CH:8]=[C:7]([C:9]2[CH:14]=[N:13][CH:12]=[C:11]3[N:15]([CH3:18])[N:16]=[CH:17][C:10]=23)[CH:6]=[CH:5][C:4]=1[NH2:19].[N:20]([C:23]1[CH:28]=[CH:27][CH:26]=[C:25]([C:29]([F:32])([F:31])[F:30])[CH:24]=1)=[C:21]=[O:22]. Product: [CH3:1][O:2][C:3]1[CH:8]=[C:7]([C:9]2[CH:14]=[N:13][CH:12]=[C:11]3[N:15]([CH3:18])[N:16]=[CH:17][C:10]=23)[CH:6]=[CH:5][C:4]=1[NH:19][C:21]([NH:20][C:23]1[CH:28]=[CH:27][CH:26]=[C:25]([C:29]([F:30])([F:31])[F:32])[CH:24]=1)=[O:22]. The catalyst class is: 2. (7) Reactant: [CH2:1]([NH:3][C:4]1[CH:5]=[C:6]([C:13](=[O:15])[CH3:14])[CH:7]=[CH:8][C:9]=1[N+:10]([O-])=O)[CH3:2]. Product: [NH2:10][C:9]1[CH:8]=[CH:7][C:6]([C:13](=[O:15])[CH3:14])=[CH:5][C:4]=1[NH:3][CH2:1][CH3:2]. The catalyst class is: 29. (8) Reactant: [N:1]1[N:2]([C:6]2[CH:7]=[C:8]([NH:12][C:13]3[C:18]([C:19]#[N:20])=[C:17]([O:21][CH3:22])[N:16]=[C:15]([NH:23][C@@H:24]4[CH2:29][CH2:28][CH2:27][CH2:26][C@@H:25]4[NH:30][C:31](=[O:37])[O:32][C:33]([CH3:36])([CH3:35])[CH3:34])[N:14]=3)[CH:9]=[CH:10][CH:11]=2)[N:3]=[CH:4][CH:5]=1.C([O-])([O-])=[O:39].[K+].[K+].OO. Product: [N:1]1[N:2]([C:6]2[CH:7]=[C:8]([NH:12][C:13]3[C:18]([C:19](=[O:39])[NH2:20])=[C:17]([O:21][CH3:22])[N:16]=[C:15]([NH:23][C@@H:24]4[CH2:29][CH2:28][CH2:27][CH2:26][C@@H:25]4[NH:30][C:31](=[O:37])[O:32][C:33]([CH3:34])([CH3:36])[CH3:35])[N:14]=3)[CH:9]=[CH:10][CH:11]=2)[N:3]=[CH:4][CH:5]=1. The catalyst class is: 58. (9) Reactant: [CH:1]1([CH2:6][CH:7]([N:11]2[C:19]3[C:14](=[CH:15][CH:16]=[C:17]([S:20][CH3:21])[CH:18]=3)[C:13](=O)[C:12]2=[O:23])[C:8]([OH:10])=[O:9])[CH2:5][CH2:4][CH2:3][CH2:2]1.O.NN. Product: [CH:1]1([CH2:6][CH:7]([N:11]2[C:19]3[C:14](=[CH:15][CH:16]=[C:17]([S:20][CH3:21])[CH:18]=3)[CH2:13][C:12]2=[O:23])[C:8]([OH:10])=[O:9])[CH2:5][CH2:4][CH2:3][CH2:2]1. The catalyst class is: 2.